The task is: Predict the reactants needed to synthesize the given product.. This data is from Full USPTO retrosynthesis dataset with 1.9M reactions from patents (1976-2016). Given the product [C:1]1([CH:7]2[O:18][C:8]2([C:12]2[CH:17]=[CH:16][N:15]=[CH:14][CH:13]=2)[C:9](=[O:11])[CH3:10])[CH:6]=[CH:5][CH:4]=[CH:3][CH:2]=1, predict the reactants needed to synthesize it. The reactants are: [C:1]1([CH:7]=[C:8]([C:12]2[CH:17]=[CH:16][N:15]=[CH:14][CH:13]=2)[C:9](=[O:11])[CH3:10])[CH:6]=[CH:5][CH:4]=[CH:3][CH:2]=1.[OH:18]O.[OH-].[Na+].